This data is from Forward reaction prediction with 1.9M reactions from USPTO patents (1976-2016). The task is: Predict the product of the given reaction. Given the reactants [Si]([O:8][CH2:9][C:10]([C:13]1[CH:20]=[CH:19][C:16]([CH:17]=[O:18])=[CH:15][CH:14]=1)([CH3:12])[CH3:11])(C(C)(C)C)(C)C.O1CCOCC1.Cl.O, predict the reaction product. The product is: [OH:8][CH2:9][C:10]([C:13]1[CH:14]=[CH:15][C:16]([CH:17]=[O:18])=[CH:19][CH:20]=1)([CH3:12])[CH3:11].